Dataset: NCI-60 drug combinations with 297,098 pairs across 59 cell lines. Task: Regression. Given two drug SMILES strings and cell line genomic features, predict the synergy score measuring deviation from expected non-interaction effect. (1) Drug 1: C1=CC=C(C(=C1)C(C2=CC=C(C=C2)Cl)C(Cl)Cl)Cl. Drug 2: COC1=NC(=NC2=C1N=CN2C3C(C(C(O3)CO)O)O)N. Cell line: UACC-257. Synergy scores: CSS=0.786, Synergy_ZIP=-0.964, Synergy_Bliss=-1.20, Synergy_Loewe=-0.656, Synergy_HSA=-2.36. (2) Drug 1: C1=NC2=C(N=C(N=C2N1C3C(C(C(O3)CO)O)O)F)N. Drug 2: CC1=C(C=C(C=C1)NC(=O)C2=CC=C(C=C2)CN3CCN(CC3)C)NC4=NC=CC(=N4)C5=CN=CC=C5. Cell line: HCC-2998. Synergy scores: CSS=40.3, Synergy_ZIP=2.83, Synergy_Bliss=-0.897, Synergy_Loewe=-20.6, Synergy_HSA=-5.93. (3) Cell line: NCIH23. Drug 1: CNC(=O)C1=CC=CC=C1SC2=CC3=C(C=C2)C(=NN3)C=CC4=CC=CC=N4. Synergy scores: CSS=-1.83, Synergy_ZIP=-0.919, Synergy_Bliss=-3.05, Synergy_Loewe=-4.41, Synergy_HSA=-4.07. Drug 2: C(=O)(N)NO. (4) Drug 1: CC12CCC3C(C1CCC2O)C(CC4=C3C=CC(=C4)O)CCCCCCCCCS(=O)CCCC(C(F)(F)F)(F)F. Drug 2: CCC1=C2CN3C(=CC4=C(C3=O)COC(=O)C4(CC)O)C2=NC5=C1C=C(C=C5)O. Cell line: UACC62. Synergy scores: CSS=32.6, Synergy_ZIP=15.9, Synergy_Bliss=18.3, Synergy_Loewe=-33.9, Synergy_HSA=2.41. (5) Drug 1: CC(CN1CC(=O)NC(=O)C1)N2CC(=O)NC(=O)C2. Drug 2: C1=CC=C(C=C1)NC(=O)CCCCCCC(=O)NO. Cell line: BT-549. Synergy scores: CSS=17.9, Synergy_ZIP=0.123, Synergy_Bliss=6.96, Synergy_Loewe=6.43, Synergy_HSA=7.08. (6) Drug 1: CC1=CC2C(CCC3(C2CCC3(C(=O)C)OC(=O)C)C)C4(C1=CC(=O)CC4)C. Drug 2: C1=CC=C(C(=C1)C(C2=CC=C(C=C2)Cl)C(Cl)Cl)Cl. Cell line: ACHN. Synergy scores: CSS=-1.45, Synergy_ZIP=-0.606, Synergy_Bliss=-6.01, Synergy_Loewe=-5.03, Synergy_HSA=-5.46. (7) Synergy scores: CSS=3.39, Synergy_ZIP=-2.55, Synergy_Bliss=-2.80, Synergy_Loewe=-0.945, Synergy_HSA=-3.16. Cell line: UACC62. Drug 2: C1C(C(OC1N2C=NC3=C2NC=NCC3O)CO)O. Drug 1: CC1=C(C(CCC1)(C)C)C=CC(=CC=CC(=CC(=O)O)C)C. (8) Drug 1: CCN(CC)CCNC(=O)C1=C(NC(=C1C)C=C2C3=C(C=CC(=C3)F)NC2=O)C. Drug 2: CCN(CC)CCCC(C)NC1=C2C=C(C=CC2=NC3=C1C=CC(=C3)Cl)OC. Cell line: HL-60(TB). Synergy scores: CSS=34.0, Synergy_ZIP=-7.44, Synergy_Bliss=-0.799, Synergy_Loewe=-2.94, Synergy_HSA=-0.347.